This data is from Catalyst prediction with 721,799 reactions and 888 catalyst types from USPTO. The task is: Predict which catalyst facilitates the given reaction. (1) Reactant: [F:1][C:2]([F:20])([F:19])[C:3]1[CH:8]=[CH:7][C:6]([CH:9]2[NH:18][CH2:17][CH2:16][C:15]3[N:14]=[CH:13][CH:12]=[CH:11][C:10]2=3)=[CH:5][CH:4]=1.[F:21][C:22]1[CH:27]=[CH:26][C:25]([N:28]=[C:29]=[O:30])=[CH:24][CH:23]=1. Product: [F:21][C:22]1[CH:27]=[CH:26][C:25]([NH:28][C:29]([N:18]2[CH2:17][CH2:16][C:15]3[N:14]=[CH:13][CH:12]=[CH:11][C:10]=3[CH:9]2[C:6]2[CH:5]=[CH:4][C:3]([C:2]([F:1])([F:19])[F:20])=[CH:8][CH:7]=2)=[O:30])=[CH:24][CH:23]=1. The catalyst class is: 26. (2) Reactant: I[CH2:2][CH2:3][C@H:4]([NH:9][NH:10][C:11]([O:13][CH2:14][C:15]1[CH:20]=[CH:19][CH:18]=[CH:17][CH:16]=1)=[O:12])[C:5]([O:7][CH3:8])=[O:6].C([O-])([O-])=O.[K+].[K+]. Product: [N:10]1([C:11]([O:13][CH2:14][C:15]2[CH:20]=[CH:19][CH:18]=[CH:17][CH:16]=2)=[O:12])[CH2:2][CH2:3][C@@H:4]([C:5]([O:7][CH3:8])=[O:6])[NH:9]1. The catalyst class is: 23.